From a dataset of Catalyst prediction with 721,799 reactions and 888 catalyst types from USPTO. Predict which catalyst facilitates the given reaction. (1) Reactant: [F:1][C:2]1[CH:13]=[CH:12][C:5]([C:6](N(OC)C)=[O:7])=[C:4]([NH:14][C:15]2[CH:20]=[CH:19][CH:18]=[CH:17][C:16]=2[F:21])[CH:3]=1.[CH2:22]1COC[CH2:23]1.C([Mg]Br)C. Product: [F:1][C:2]1[CH:13]=[CH:12][C:5]([C:6](=[O:7])[CH2:22][CH3:23])=[C:4]([NH:14][C:15]2[CH:20]=[CH:19][CH:18]=[CH:17][C:16]=2[F:21])[CH:3]=1. The catalyst class is: 13. (2) Product: [Br:1][C:2]1[CH:3]=[CH:4][C:5]([F:17])=[C:6]([C:8]2[N:9]([CH3:18])[C:10]3[CH:16]=[CH:15][CH:14]=[CH:13][C:11]=3[N:12]=2)[CH:7]=1. The catalyst class is: 1. Reactant: [Br:1][C:2]1[CH:3]=[CH:4][C:5]([F:17])=[C:6]([C:8]2[NH:12][C:11]3[CH:13]=[CH:14][CH:15]=[CH:16][C:10]=3[N:9]=2)[CH:7]=1.[CH3:18]I. (3) Reactant: [CH3:1][O:2][C:3]1[N:8]=[C:7]([C:9](=[N:11][OH:12])[NH2:10])[CH:6]=[C:5]([C:13]([F:16])([F:15])[F:14])[N:4]=1.[C:17](N1C=CN=C1)(N1C=CN=C1)=[O:18].N12CCCN=C1CCCCC2.Cl. Product: [CH3:1][O:2][C:3]1[N:8]=[C:7]([C:9]2[NH:11][O:12][C:17](=[O:18])[N:10]=2)[CH:6]=[C:5]([C:13]([F:14])([F:16])[F:15])[N:4]=1. The catalyst class is: 132. (4) Reactant: C(N(CC)CC)C.[CH:8]([C:10]1[C:18]2[C:13](=[CH:14][CH:15]=[C:16]([S:19]([CH3:22])(=[O:21])=[O:20])[CH:17]=2)[N:12](C(OC(C)(C)C)=O)[CH:11]=1)=[O:9].[CH:30](=[N:37][C:38]1[CH:43]=[CH:42][CH:41]=[C:40]([O:44][CH3:45])[CH:39]=1)[C:31]1[CH:36]=[CH:35][CH:34]=[CH:33][CH:32]=1. Product: [CH3:45][O:44][C:40]1[CH:39]=[C:38]([NH:37][CH:30]([C:31]2[CH:36]=[CH:35][CH:34]=[CH:33][CH:32]=2)[C:8]([C:10]2[C:18]3[C:13](=[CH:14][CH:15]=[C:16]([S:19]([CH3:22])(=[O:20])=[O:21])[CH:17]=3)[NH:12][CH:11]=2)=[O:9])[CH:43]=[CH:42][CH:41]=1. The catalyst class is: 433. (5) Reactant: Cl[C:2]1[C:3](=[O:26])[N:4]([CH2:18][C:19]([F:25])([F:24])[C:20]([F:23])([F:22])[F:21])[C:5]([C:9]2[C:14]([F:15])=[CH:13][C:12]([F:16])=[CH:11][C:10]=2[F:17])=[C:6]([Cl:8])[N:7]=1.[NH:27]1[CH:31]=[CH:30][CH:29]=[N:28]1.CCCCCC.C(Cl)CCC. Product: [Cl:8][C:6]1[N:7]=[C:2]([N:27]2[CH:31]=[CH:30][CH:29]=[N:28]2)[C:3](=[O:26])[N:4]([CH2:18][C:19]([F:25])([F:24])[C:20]([F:22])([F:23])[F:21])[C:5]=1[C:9]1[C:14]([F:15])=[CH:13][C:12]([F:16])=[CH:11][C:10]=1[F:17]. The catalyst class is: 9.